This data is from Forward reaction prediction with 1.9M reactions from USPTO patents (1976-2016). The task is: Predict the product of the given reaction. (1) The product is: [OH:7]/[N:6]=[C:5](\[Cl:11])/[C:4]1[CH:8]=[CH:9][CH:10]=[C:2]([Cl:1])[CH:3]=1. Given the reactants [Cl:1][C:2]1[CH:3]=[C:4]([CH:8]=[CH:9][CH:10]=1)/[CH:5]=[N:6]\[OH:7].[ClH:11].OS([O-])(=O)=O.OS(O[O-])(=O)=O.OS(O[O-])(=O)=O.[O-]S([O-])(=O)=O.[K+].[K+].[K+].[K+].[K+], predict the reaction product. (2) The product is: [CH2:3]([N:10]([CH2:12][C:13]1[CH:18]=[CH:17][C:16]([NH2:19])=[C:15]([O:22][CH3:23])[CH:14]=1)[CH3:11])[C:4]1[CH:9]=[CH:8][CH:7]=[CH:6][CH:5]=1. Given the reactants [BH4-].[Na+].[CH2:3]([N:10]([CH2:12][C:13]1[CH:18]=[CH:17][C:16]([N+:19]([O-])=O)=[C:15]([O:22][CH3:23])[CH:14]=1)[CH3:11])[C:4]1[CH:9]=[CH:8][CH:7]=[CH:6][CH:5]=1.[NH4+].[OH-], predict the reaction product. (3) Given the reactants Cl[C:2]1[N:10]=[C:9]2[C:5]([NH:6][C:7](=[O:16])[N:8]2[CH:11]([CH2:14][CH3:15])[CH2:12][CH3:13])=[CH:4][N:3]=1.CC1C=CC(S(O)(=O)=O)=CC=1.[NH2:28][C:29]1[CH:34]=[CH:33][C:32]([N:35]2[CH2:40][CH2:39][N:38]([C:41](=[O:43])[CH3:42])[CH2:37][CH2:36]2)=[CH:31][CH:30]=1, predict the reaction product. The product is: [C:41]([N:38]1[CH2:37][CH2:36][N:35]([C:32]2[CH:33]=[CH:34][C:29]([NH:28][C:2]3[N:10]=[C:9]4[C:5]([NH:6][C:7](=[O:16])[N:8]4[CH:11]([CH2:14][CH3:15])[CH2:12][CH3:13])=[CH:4][N:3]=3)=[CH:30][CH:31]=2)[CH2:40][CH2:39]1)(=[O:43])[CH3:42].